Dataset: Forward reaction prediction with 1.9M reactions from USPTO patents (1976-2016). Task: Predict the product of the given reaction. (1) Given the reactants Cl[C:2]1[C:11]2[C:6](=[CH:7][C:8]([O:14][CH2:15][CH2:16][CH2:17][N:18]3[CH2:23][CH2:22][O:21][CH2:20][CH2:19]3)=[C:9]([O:12][CH3:13])[CH:10]=2)[N:5]=[CH:4][CH:3]=1.[CH2:24]([C:31]1[N:36]=[CH:35][N:34]([C:37]2[CH:42]=[CH:41][C:40]([OH:43])=[CH:39][CH:38]=2)[C:33](=[O:44])[CH:32]=1)[C:25]1[CH:30]=[CH:29][CH:28]=[CH:27][CH:26]=1, predict the reaction product. The product is: [CH2:24]([C:31]1[N:36]=[CH:35][N:34]([C:37]2[CH:38]=[CH:39][C:40]([O:43][C:2]3[C:11]4[C:6](=[CH:7][C:8]([O:14][CH2:15][CH2:16][CH2:17][N:18]5[CH2:23][CH2:22][O:21][CH2:20][CH2:19]5)=[C:9]([O:12][CH3:13])[CH:10]=4)[N:5]=[CH:4][CH:3]=3)=[CH:41][CH:42]=2)[C:33](=[O:44])[CH:32]=1)[C:25]1[CH:30]=[CH:29][CH:28]=[CH:27][CH:26]=1. (2) Given the reactants [F:1][CH:2]([F:11])[C:3](=[O:10])[CH2:4][C:5]([O:7][CH2:8][CH3:9])=[O:6].[BH4-].[Na+], predict the reaction product. The product is: [F:1][CH:2]([F:11])[CH:3]([OH:10])[CH2:4][C:5]([O:7][CH2:8][CH3:9])=[O:6]. (3) Given the reactants [CH3:1][CH:2]([N:4]1[CH2:9][CH2:8][CH:7]([CH2:10][CH:11]2[CH2:16][CH2:15][NH:14][CH2:13][CH2:12]2)[CH2:6][CH2:5]1)[CH3:3].Br[C:18]1[CH:19]=[CH:20][C:21]([C:24]([O:26][C:27]([CH3:30])([CH3:29])[CH3:28])=[O:25])=[N:22][CH:23]=1.C1C=CC(P(C2C(C3C(P(C4C=CC=CC=4)C4C=CC=CC=4)=CC=C4C=3C=CC=C4)=C3C(C=CC=C3)=CC=2)C2C=CC=CC=2)=CC=1.C([O-])([O-])=O.[Cs+].[Cs+], predict the reaction product. The product is: [CH3:3][CH:2]([N:4]1[CH2:9][CH2:8][CH:7]([CH2:10][CH:11]2[CH2:12][CH2:13][N:14]([C:18]3[CH:19]=[CH:20][C:21]([C:24]([O:26][C:27]([CH3:30])([CH3:29])[CH3:28])=[O:25])=[N:22][CH:23]=3)[CH2:15][CH2:16]2)[CH2:6][CH2:5]1)[CH3:1]. (4) Given the reactants [CH3:1][O:2][C:3]1[C:8]([N+:9]([O-:11])=[O:10])=[CH:7][C:6]([CH3:12])=[CH:5][N:4]=1.C(OOC(=O)C1C=CC=CC=1)(=O)C1C=CC=CC=1.[Br:31]N1C(=O)CCC1=O, predict the reaction product. The product is: [Br:31][CH2:12][C:6]1[CH:7]=[C:8]([N+:9]([O-:11])=[O:10])[C:3]([O:2][CH3:1])=[N:4][CH:5]=1. (5) Given the reactants Br[C:2]1[CH:7]=[CH:6][CH:5]=[C:4]([Br:8])[CH:3]=1.[OH:9][C:10]([CH3:15])([CH3:14])[C:11](=[O:13])[CH3:12].CC1(C)C2C(=C(P(C3C=CC=CC=3)C3C=CC=CC=3)C=CC=2)OC2C(P(C3C=CC=CC=3)C3C=CC=CC=3)=CC=CC1=2.C(O[Na])(C)(C)C, predict the reaction product. The product is: [Br:8][C:4]1[CH:3]=[C:2]([CH2:12][C:11](=[O:13])[C:10]([OH:9])([CH3:15])[CH3:14])[CH:7]=[CH:6][CH:5]=1. (6) Given the reactants [N-]=[N+]=[N-].[N:4]([C:7]1([CH3:18])[C:16]2[C:11](=[CH:12][CH:13]=[C:14]([I:17])[CH:15]=2)[O:10][CH2:9][CH2:8]1)=[N+]=[N-].CP(C)C.O, predict the reaction product. The product is: [I:17][C:14]1[CH:15]=[C:16]2[C:11](=[CH:12][CH:13]=1)[O:10][CH2:9][CH2:8][C:7]2([CH3:18])[NH2:4]. (7) Given the reactants [Cl:1][C:2]1[C:3]([Cl:11])=[N:4][CH:5]=[C:6]([CH:10]=1)[C:7]([OH:9])=[O:8].[CH3:12]N(C=O)C, predict the reaction product. The product is: [CH3:12][O:8][C:7](=[O:9])[C:6]1[CH:10]=[C:2]([Cl:1])[C:3]([Cl:11])=[N:4][CH:5]=1. (8) The product is: [OH:1][C:2]1[CH:10]=[CH:9][C:5]([C:6]([O:8][CH2:17][C:18]2[CH:23]=[CH:22][CH:21]=[CH:20][CH:19]=2)=[O:7])=[C:4]([CH3:11])[CH:3]=1. Given the reactants [OH:1][C:2]1[CH:10]=[CH:9][C:5]([C:6]([OH:8])=[O:7])=[C:4]([CH3:11])[CH:3]=1.C(=O)([O-])O.[K+].[CH2:17](Br)[C:18]1[CH:23]=[CH:22][CH:21]=[CH:20][CH:19]=1.O, predict the reaction product.